Task: Predict which catalyst facilitates the given reaction.. Dataset: Catalyst prediction with 721,799 reactions and 888 catalyst types from USPTO Reactant: C([O:4][C:5]1[CH:10]=[C:9]([CH2:11][CH:12]([CH3:14])[CH3:13])[N:8]([CH3:15])[C:7](=[O:16])[C:6]=1[C:17]1[CH:22]=[CH:21][CH:20]=[CH:19][CH:18]=1)(=O)C.C[O-].[Na+]. Product: [OH:4][C:5]1[CH:10]=[C:9]([CH2:11][CH:12]([CH3:14])[CH3:13])[N:8]([CH3:15])[C:7](=[O:16])[C:6]=1[C:17]1[CH:18]=[CH:19][CH:20]=[CH:21][CH:22]=1. The catalyst class is: 191.